Dataset: Forward reaction prediction with 1.9M reactions from USPTO patents (1976-2016). Task: Predict the product of the given reaction. (1) Given the reactants [S:1]1[C:5]2=[N:6][CH:7]=[CH:8][CH:9]=[C:4]2[C:3]([NH:10][CH2:11][CH2:12][CH2:13][NH:14][CH2:15][C:16]2[CH:21]=[CH:20][C:19]([C:22]3[CH:27]=[CH:26][C:25]([O:28][CH3:29])=[CH:24][CH:23]=3)=[CH:18][CH:17]=2)=[N:2]1.C(N(C(C)C)CC)(C)C.[CH3:39][N:40]1[CH:44]=[C:43]([S:45](Cl)(=[O:47])=[O:46])[N:42]=[C:41]1[CH3:49], predict the reaction product. The product is: [S:1]1[C:5]2=[N:6][CH:7]=[CH:8][CH:9]=[C:4]2[C:3]([NH:10][CH2:11][CH2:12][CH2:13][N:14]([CH2:15][C:16]2[CH:21]=[CH:20][C:19]([C:22]3[CH:23]=[CH:24][C:25]([O:28][CH3:29])=[CH:26][CH:27]=3)=[CH:18][CH:17]=2)[S:45]([C:43]2[N:42]=[C:41]([CH3:49])[N:40]([CH3:39])[CH:44]=2)(=[O:47])=[O:46])=[N:2]1. (2) Given the reactants [Cl:1][C:2]1[C:3]([N:8]2[C:12]([C:13]([O:15]CC)=[O:14])=[CH:11][C:10]([O:18][CH2:19][C:20]([F:23])([F:22])[F:21])=[N:9]2)=[N:4][CH:5]=[CH:6][CH:7]=1.O.[OH-].[Na+], predict the reaction product. The product is: [Cl:1][C:2]1[C:3]([N:8]2[C:12]([C:13]([OH:15])=[O:14])=[CH:11][C:10]([O:18][CH2:19][C:20]([F:23])([F:21])[F:22])=[N:9]2)=[N:4][CH:5]=[CH:6][CH:7]=1. (3) Given the reactants CC(C)([O-])C.[K+].[C:7]([CH2:9]P(=O)(OCC)OCC)#[N:8].[Si:18]([O:35][CH:36]1[CH2:39][C:38](=O)[CH2:37]1)([C:31]([CH3:34])([CH3:33])[CH3:32])([C:25]1[CH:30]=[CH:29][CH:28]=[CH:27][CH:26]=1)[C:19]1[CH:24]=[CH:23][CH:22]=[CH:21][CH:20]=1, predict the reaction product. The product is: [Si:18]([O:35][CH:36]1[CH2:37][C:38](=[CH:9][C:7]#[N:8])[CH2:39]1)([C:31]([CH3:33])([CH3:34])[CH3:32])([C:25]1[CH:26]=[CH:27][CH:28]=[CH:29][CH:30]=1)[C:19]1[CH:24]=[CH:23][CH:22]=[CH:21][CH:20]=1. (4) Given the reactants [Cl-].[C:2]([C:4]1[CH:29]=[CH:28][C:7]([CH2:8][P+](C2C=CC=CC=2)(C2C=CC=CC=2)C2C=CC=CC=2)=[CH:6][CH:5]=1)#[N:3].CC(C)([O-])C.[K+].[CH:36]([C:38]1[CH:61]=[CH:60][C:41]2[C:42]([CH2:45][CH2:46][CH:47]3[CH2:52][CH2:51][N:50]([C:53]([O:55][C:56]([CH3:59])([CH3:58])[CH3:57])=[O:54])[CH2:49][CH2:48]3)=[N:43][O:44][C:40]=2[C:39]=1[CH2:62][O:63][CH:64]1[CH2:69][CH2:68][CH2:67][CH2:66][O:65]1)=O.[Cl-].[NH4+], predict the reaction product. The product is: [C:2]([C:4]1[CH:29]=[CH:28][C:7](/[CH:8]=[CH:36]\[C:38]2[CH:61]=[CH:60][C:41]3[C:42]([CH2:45][CH2:46][CH:47]4[CH2:52][CH2:51][N:50]([C:53]([O:55][C:56]([CH3:59])([CH3:57])[CH3:58])=[O:54])[CH2:49][CH2:48]4)=[N:43][O:44][C:40]=3[C:39]=2[CH2:62][O:63][CH:64]2[CH2:69][CH2:68][CH2:67][CH2:66][O:65]2)=[CH:6][CH:5]=1)#[N:3]. (5) Given the reactants [OH:1][C:2]1[CH:3]=[C:4]([C:8]#[CH:9])[CH:5]=[CH:6][CH:7]=1.Br[CH2:11][CH2:12][O:13][CH3:14].C(=O)([O-])[O-].[K+].[K+].O, predict the reaction product. The product is: [CH3:14][O:13][CH2:12][CH2:11][O:1][C:2]1[CH:3]=[C:4]([C:8]#[CH:9])[CH:5]=[CH:6][CH:7]=1. (6) Given the reactants Br[C:2]1[CH:8]=[CH:7][C:5]([NH2:6])=[C:4]([Cl:9])[CH:3]=1.[B:10]1([B:10]2[O:14][C:13]([CH3:16])([CH3:15])[C:12]([CH3:18])([CH3:17])[O:11]2)[O:14][C:13]([CH3:16])([CH3:15])[C:12]([CH3:18])([CH3:17])[O:11]1, predict the reaction product. The product is: [Cl:9][C:4]1[CH:3]=[C:2]([B:10]2[O:14][C:13]([CH3:16])([CH3:15])[C:12]([CH3:18])([CH3:17])[O:11]2)[CH:8]=[CH:7][C:5]=1[NH2:6]. (7) Given the reactants C[O:2][C:3](=[O:39])[CH2:4][C:5]1([C:11]2[CH:16]=[CH:15][C:14]([NH:17][C:18](=[O:38])[CH2:19][C:20]3[CH:36]=[C:35]([CH3:37])[C:23]4[N:24]=[C:25]([NH:27][C:28]5[CH:33]=[CH:32][CH:31]=[CH:30][C:29]=5[CH3:34])[O:26][C:22]=4[CH:21]=3)=[CH:13][CH:12]=2)[CH2:10][CH2:9][O:8][CH2:7][CH2:6]1.[OH-].[Na+], predict the reaction product. The product is: [CH3:37][C:35]1[C:23]2[N:24]=[C:25]([NH:27][C:28]3[CH:33]=[CH:32][CH:31]=[CH:30][C:29]=3[CH3:34])[O:26][C:22]=2[CH:21]=[C:20]([CH2:19][C:18]([NH:17][C:14]2[CH:15]=[CH:16][C:11]([C:5]3([CH2:4][C:3]([OH:39])=[O:2])[CH2:10][CH2:9][O:8][CH2:7][CH2:6]3)=[CH:12][CH:13]=2)=[O:38])[CH:36]=1.